Dataset: TCR-epitope binding with 47,182 pairs between 192 epitopes and 23,139 TCRs. Task: Binary Classification. Given a T-cell receptor sequence (or CDR3 region) and an epitope sequence, predict whether binding occurs between them. (1) The epitope is RIFTIGTVTLK. The TCR CDR3 sequence is CASSLIIAGVRELFF. Result: 0 (the TCR does not bind to the epitope). (2) The epitope is MLNIPSINV. The TCR CDR3 sequence is CSARDPSGLAGGLAETQYF. Result: 0 (the TCR does not bind to the epitope). (3) The epitope is TLVPQEHYV. The TCR CDR3 sequence is CASSESHHEQYF. Result: 1 (the TCR binds to the epitope). (4) The TCR CDR3 sequence is CASRMDRVGGSPLHF. The epitope is DPFRLLQNSQVFS. Result: 1 (the TCR binds to the epitope). (5) The epitope is TLIGDCATV. The TCR CDR3 sequence is CASSLEGGGYEQYF. Result: 1 (the TCR binds to the epitope). (6) The epitope is AYILFTRFFYV. The TCR CDR3 sequence is CASSLIEYNEQFF. Result: 1 (the TCR binds to the epitope). (7) The epitope is KRWIIMGLNK. The TCR CDR3 sequence is CASTPSGGALETQYF. Result: 0 (the TCR does not bind to the epitope).